This data is from NCI-60 drug combinations with 297,098 pairs across 59 cell lines. The task is: Regression. Given two drug SMILES strings and cell line genomic features, predict the synergy score measuring deviation from expected non-interaction effect. (1) Drug 1: CC1=C(C(=CC=C1)Cl)NC(=O)C2=CN=C(S2)NC3=CC(=NC(=N3)C)N4CCN(CC4)CCO. Drug 2: CN(CCCl)CCCl.Cl. Cell line: HCT-15. Synergy scores: CSS=36.9, Synergy_ZIP=-6.37, Synergy_Bliss=-2.43, Synergy_Loewe=0.0363, Synergy_HSA=0.512. (2) Drug 1: CC1=C(C=C(C=C1)C(=O)NC2=CC(=CC(=C2)C(F)(F)F)N3C=C(N=C3)C)NC4=NC=CC(=N4)C5=CN=CC=C5. Drug 2: C#CCC(CC1=CN=C2C(=N1)C(=NC(=N2)N)N)C3=CC=C(C=C3)C(=O)NC(CCC(=O)O)C(=O)O. Cell line: SF-539. Synergy scores: CSS=54.8, Synergy_ZIP=-0.629, Synergy_Bliss=-0.0725, Synergy_Loewe=2.83, Synergy_HSA=4.19.